Task: Regression. Given a peptide amino acid sequence and an MHC pseudo amino acid sequence, predict their binding affinity value. This is MHC class I binding data.. Dataset: Peptide-MHC class I binding affinity with 185,985 pairs from IEDB/IMGT (1) The peptide sequence is IYPGVNHGF. The MHC is HLA-A24:03 with pseudo-sequence HLA-A24:03. The binding affinity (normalized) is 1.00. (2) The peptide sequence is CMTSCCSCLK. The MHC is HLA-A11:01 with pseudo-sequence HLA-A11:01. The binding affinity (normalized) is 0.594. (3) The peptide sequence is NIDSIMSMM. The MHC is HLA-A02:06 with pseudo-sequence HLA-A02:06. The binding affinity (normalized) is 0.218. (4) The peptide sequence is LAAKLVALGI. The MHC is Patr-B0101 with pseudo-sequence Patr-B0101. The binding affinity (normalized) is 0.401. (5) The peptide sequence is RYFTVAFLF. The MHC is HLA-B15:01 with pseudo-sequence HLA-B15:01. The binding affinity (normalized) is 0.213. (6) The binding affinity (normalized) is 0.0847. The MHC is HLA-A02:01 with pseudo-sequence HLA-A02:01. The peptide sequence is SHEGEGIPL.